This data is from Full USPTO retrosynthesis dataset with 1.9M reactions from patents (1976-2016). The task is: Predict the reactants needed to synthesize the given product. (1) Given the product [CH2:1]([O:3][C:4]([C:6]1([C:9]2[CH:10]=[CH:11][C:12]([C:15]3[CH:20]=[CH:19][C:18]([C:21]4[O:25][N:24]=[C:23]([CH3:26])[C:22]=4[CH2:27][NH:28][S:37]([CH2:36][C:31]4[CH:32]=[CH:33][CH:34]=[CH:35][C:30]=4[Cl:29])(=[O:38])=[O:39])=[CH:17][CH:16]=3)=[CH:13][CH:14]=2)[CH2:8][CH2:7]1)=[O:5])[CH3:2], predict the reactants needed to synthesize it. The reactants are: [CH2:1]([O:3][C:4]([C:6]1([C:9]2[CH:14]=[CH:13][C:12]([C:15]3[CH:20]=[CH:19][C:18]([C:21]4[O:25][N:24]=[C:23]([CH3:26])[C:22]=4[CH2:27][NH2:28])=[CH:17][CH:16]=3)=[CH:11][CH:10]=2)[CH2:8][CH2:7]1)=[O:5])[CH3:2].[Cl:29][C:30]1[CH:35]=[CH:34][CH:33]=[CH:32][C:31]=1[CH2:36][S:37](Cl)(=[O:39])=[O:38]. (2) The reactants are: C[O:2][C:3](=[O:35])[CH2:4][NH:5][C:6]([C:8]1[C:17]2[C:12](=[CH:13][CH:14]=[CH:15][CH:16]=2)[C:11]([C:18]2[CH2:22][C:21]([C:27]3[CH:32]=[C:31]([Cl:33])[CH:30]=[C:29]([Cl:34])[CH:28]=3)([C:23]([F:26])([F:25])[F:24])[O:20][N:19]=2)=[CH:10][CH:9]=1)=[O:7].[OH-].[Li+]. Given the product [Cl:34][C:29]1[CH:28]=[C:27]([C:21]2([C:23]([F:25])([F:24])[F:26])[O:20][N:19]=[C:18]([C:11]3[C:12]4[C:17](=[CH:16][CH:15]=[CH:14][CH:13]=4)[C:8]([C:6]([NH:5][CH2:4][C:3]([OH:35])=[O:2])=[O:7])=[CH:9][CH:10]=3)[CH2:22]2)[CH:32]=[C:31]([Cl:33])[CH:30]=1, predict the reactants needed to synthesize it. (3) Given the product [CH:34]([C:31]1[CH:30]=[CH:29][C:28]([C:26]([C:19]2[CH:20]=[C:21]([O:24][CH3:25])[CH:22]=[CH:23][C:18]=2[NH:17][CH2:10][C:11]2[CH:16]=[CH:15][CH:14]=[CH:13][N:12]=2)=[O:27])=[CH:33][CH:32]=1)([CH3:36])[CH3:35], predict the reactants needed to synthesize it. The reactants are: C(=O)([O-])[O-].[K+].[K+].Br.BrC[CH2:10][C:11]1[CH:16]=[CH:15][CH:14]=[CH:13][N:12]=1.[NH2:17][C:18]1[CH:23]=[CH:22][C:21]([O:24][CH3:25])=[CH:20][C:19]=1[C:26]([C:28]1[CH:33]=[CH:32][C:31]([CH:34]([CH3:36])[CH3:35])=[CH:30][CH:29]=1)=[O:27]. (4) The reactants are: C([O:4][C:5](=[O:36])[CH2:6][C@@H:7]([N:20]1[CH:24]=[CH:23][C:22]([C:25](=[O:35])[CH2:26][C:27]2[CH:32]=[CH:31][C:30]([C:33]#[N:34])=[CH:29][CH:28]=2)=[CH:21]1)[C:8]([NH:10][C@H:11]([C:16](=[O:19])[NH:17][CH3:18])[C:12]([CH3:15])([CH3:14])[CH3:13])=[O:9])C=C.N1CCOCC1. Given the product [C:33]([C:30]1[CH:31]=[CH:32][C:27]([CH2:26][C:25]([C:22]2[CH:23]=[CH:24][N:20]([C@@H:7]([C:8]([NH:10][C@H:11]([C:16](=[O:19])[NH:17][CH3:18])[C:12]([CH3:15])([CH3:13])[CH3:14])=[O:9])[CH2:6][C:5]([OH:36])=[O:4])[CH:21]=2)=[O:35])=[CH:28][CH:29]=1)#[N:34], predict the reactants needed to synthesize it.